Dataset: Full USPTO retrosynthesis dataset with 1.9M reactions from patents (1976-2016). Task: Predict the reactants needed to synthesize the given product. The reactants are: [NH2:1][C:2]1[CH:6]=[C:5]([C:7]2[CH:12]=[CH:11][CH:10]=[CH:9][C:8]=2[CH3:13])[NH:4][N:3]=1.[OH-].[K+].[C:16](O[C:16]([O:18][C:19]([CH3:22])([CH3:21])[CH3:20])=[O:17])([O:18][C:19]([CH3:22])([CH3:21])[CH3:20])=[O:17]. Given the product [C:19]([O:18][C:16]([N:4]1[C:5]([C:7]2[CH:12]=[CH:11][CH:10]=[CH:9][C:8]=2[CH3:13])=[CH:6][C:2]([NH2:1])=[N:3]1)=[O:17])([CH3:22])([CH3:21])[CH3:20], predict the reactants needed to synthesize it.